Dataset: NCI-60 drug combinations with 297,098 pairs across 59 cell lines. Task: Regression. Given two drug SMILES strings and cell line genomic features, predict the synergy score measuring deviation from expected non-interaction effect. Drug 1: CC12CCC(CC1=CCC3C2CCC4(C3CC=C4C5=CN=CC=C5)C)O. Drug 2: CC12CCC3C(C1CCC2O)C(CC4=C3C=CC(=C4)O)CCCCCCCCCS(=O)CCCC(C(F)(F)F)(F)F. Cell line: NCI-H460. Synergy scores: CSS=-7.21, Synergy_ZIP=-0.00132, Synergy_Bliss=-7.86, Synergy_Loewe=-9.63, Synergy_HSA=-9.42.